Task: Predict the product of the given reaction.. Dataset: Forward reaction prediction with 1.9M reactions from USPTO patents (1976-2016) (1) Given the reactants [CH3:1][C:2]1[CH:3]=[CH:4][C:5]([N:11]2[CH:15]=[N:14][C:13]([C:16]([F:19])([F:18])[F:17])=[N:12]2)=[C:6]([CH:10]=1)[C:7]([OH:9])=O.[CH3:20][C@@H:21]1[CH2:26][CH2:25][CH2:24][NH:23][C@@H:22]1[CH2:27][NH:28][C:29](=[O:35])[O:30][C:31]([CH3:34])([CH3:33])[CH3:32].CCN(C(C)C)C(C)C.CN(C(ON1N=NC2C=CC=NC1=2)=[N+](C)C)C.F[P-](F)(F)(F)(F)F, predict the reaction product. The product is: [CH3:20][C@@H:21]1[CH2:26][CH2:25][CH2:24][N:23]([C:7](=[O:9])[C:6]2[CH:10]=[C:2]([CH3:1])[CH:3]=[CH:4][C:5]=2[N:11]2[CH:15]=[N:14][C:13]([C:16]([F:19])([F:18])[F:17])=[N:12]2)[C@@H:22]1[CH2:27][NH:28][C:29](=[O:35])[O:30][C:31]([CH3:34])([CH3:33])[CH3:32]. (2) Given the reactants [CH2:1]([C:3]1[C:12]2[C:7](=[CH:8][C:9]([O:13][CH3:14])=[CH:10][CH:11]=2)[C:6](=O)[NH:5][N:4]=1)[CH3:2].P(Cl)(Cl)([Cl:18])=O, predict the reaction product. The product is: [Cl:18][C:6]1[C:7]2[C:12](=[CH:11][CH:10]=[C:9]([O:13][CH3:14])[CH:8]=2)[C:3]([CH2:1][CH3:2])=[N:4][N:5]=1. (3) Given the reactants [CH3:1][C:2]([OH:6])([CH3:5])[CH2:3][OH:4].[C:7]1([CH3:17])[CH:12]=[CH:11][C:10]([S:13](Cl)(=[O:15])=[O:14])=[CH:9][CH:8]=1.C(OCC)(=O)C, predict the reaction product. The product is: [CH3:17][C:7]1[CH:12]=[CH:11][C:10]([S:13]([O:4][CH2:3][C:2]([OH:6])([CH3:5])[CH3:1])(=[O:15])=[O:14])=[CH:9][CH:8]=1. (4) Given the reactants [CH3:1][CH:2]([CH:9]=[C:10]([CH3:12])[CH3:11])[CH2:3][CH2:4][CH2:5][CH2:6][CH2:7][OH:8].C(N(CC)CC)C.[C:20](Cl)(=[O:22])[CH3:21].Cl, predict the reaction product. The product is: [C:20]([O:8][CH2:7][CH2:6][CH2:5][CH2:4][CH2:3][CH:2]([CH3:1])[CH:9]=[C:10]([CH3:11])[CH3:12])(=[O:22])[CH3:21].